From a dataset of Forward reaction prediction with 1.9M reactions from USPTO patents (1976-2016). Predict the product of the given reaction. (1) Given the reactants [CH:1]1[CH:13]=[CH:12][C:11]2[C:14]3[C:19]([N:9]4[C:10]=2[C:2]=1[C:3]1[CH:4]=[CH:5][CH:6]=[CH:7][C:8]=14)=[CH:18][CH:17]=[C:16](N)[CH:15]=3.O.C1(C)C=CC(S(O)(=O)=O)=CC=1.N([O-])=O.[Na+].[I-:37].[K+].C(=O)(O)[O-].[Na+].C(=O)(O)[O-].S([O-])([O-])(=O)=S.[Na+].[Na+], predict the reaction product. The product is: [I:37][C:16]1[CH:15]=[C:14]2[C:11]3[CH:12]=[CH:13][CH:1]=[C:2]4[C:3]5[CH:4]=[CH:5][CH:6]=[CH:7][C:8]=5[N:9]([C:10]=34)[C:19]2=[CH:18][CH:17]=1. (2) Given the reactants [CH3:1][O:2][C:3]1[CH:28]=[C:27]([O:29][CH3:30])[CH:26]=[CH:25][C:4]=1[CH2:5][NH:6][S:7]([CH2:10][C:11]1[CH:16]=[CH:15][C:14]([C:17]([N:19]2[CH2:24][CH2:23][O:22][CH2:21][CH2:20]2)=O)=[CH:13][CH:12]=1)(=[O:9])=[O:8].[H-].[H-].[H-].[H-].[Li+].[Al+3].O.[OH-].[Na+], predict the reaction product. The product is: [CH3:1][O:2][C:3]1[CH:28]=[C:27]([O:29][CH3:30])[CH:26]=[CH:25][C:4]=1[CH2:5][NH:6][S:7]([CH2:10][C:11]1[CH:12]=[CH:13][C:14]([CH2:17][N:19]2[CH2:20][CH2:21][O:22][CH2:23][CH2:24]2)=[CH:15][CH:16]=1)(=[O:9])=[O:8]. (3) Given the reactants C([O:9][CH2:10][CH2:11][N:12]1[C:20]2[C:19](Cl)=[N:18][CH:17]=[N:16][C:15]=2[CH:14]=[CH:13]1)(=O)C1C=CC=CC=1.[NH2:22][C:23]1[CH:24]=[C:25]2[C:29](=[CH:30][CH:31]=1)[N:28]([CH2:32][C:33]1[N:38]=[C:37]([C:39]([NH:41][C:42]([CH3:45])([CH3:44])[CH3:43])=[O:40])[CH:36]=[CH:35][CH:34]=1)[CH:27]=[CH:26]2.C(O)(C)C.[OH-].[Na+], predict the reaction product. The product is: [C:42]([NH:41][C:39]([C:37]1[CH:36]=[CH:35][CH:34]=[C:33]([CH2:32][N:28]2[C:29]3[C:25](=[CH:24][C:23]([NH:22][C:19]4[C:20]5[N:12]([CH2:11][CH2:10][OH:9])[CH:13]=[CH:14][C:15]=5[N:16]=[CH:17][N:18]=4)=[CH:31][CH:30]=3)[CH:26]=[CH:27]2)[N:38]=1)=[O:40])([CH3:45])([CH3:43])[CH3:44]. (4) Given the reactants [C:1]([O:5][C:6](=[O:35])[N:7]([CH:9]1[CH2:14][CH2:13][CH:12]([NH:15][CH2:16][C:17]2[CH:18]=[C:19]([C:25]3[CH:30]=[CH:29][C:28]([N:31]([CH:33]=[O:34])[CH3:32])=[CH:27][CH:26]=3)[CH:20]=[CH:21][C:22]=2[O:23][CH3:24])[CH2:11][CH2:10]1)[CH3:8])([CH3:4])([CH3:3])[CH3:2].[Cl:36][C:37]1[C:38]2[CH:48]=[CH:47][CH:46]=[CH:45][C:39]=2[S:40][C:41]=1[C:42](Cl)=[O:43], predict the reaction product. The product is: [Cl:36][C:37]1[C:38]2[CH:48]=[CH:47][CH:46]=[CH:45][C:39]=2[S:40][C:41]=1[C:42]([N:15]([CH2:16][C:17]1[CH:18]=[C:19]([C:25]2[CH:30]=[CH:29][C:28]([N:31]([CH:33]=[O:34])[CH3:32])=[CH:27][CH:26]=2)[CH:20]=[CH:21][C:22]=1[O:23][CH3:24])[CH:12]1[CH2:13][CH2:14][CH:9]([N:7]([CH3:8])[C:6](=[O:35])[O:5][C:1]([CH3:4])([CH3:2])[CH3:3])[CH2:10][CH2:11]1)=[O:43]. (5) Given the reactants [NH2:1][C:2]1[CH:3]=[C:4]([OH:12])[C:5](=[CH:10][CH:11]=1)[C:6]([O:8][CH3:9])=[O:7].[F:13][C:14]1[C:23]2[C:18](=[CH:19][CH:20]=[CH:21][CH:22]=2)[C:17]([S:24](Cl)(=[O:26])=[O:25])=[CH:16][CH:15]=1, predict the reaction product. The product is: [F:13][C:14]1[C:23]2[C:18](=[CH:19][CH:20]=[CH:21][CH:22]=2)[C:17]([S:24]([NH:1][C:2]2[CH:11]=[CH:10][C:5]([C:6]([O:8][CH3:9])=[O:7])=[C:4]([OH:12])[CH:3]=2)(=[O:26])=[O:25])=[CH:16][CH:15]=1. (6) The product is: [NH:7]1[C:10](=[O:11])[C:9](=[O:13])[NH:8][C:3]2[CH:2]=[N:1][CH:6]=[CH:5][C:4]1=2. Given the reactants [N:1]1[CH:6]=[CH:5][C:4]([NH2:7])=[C:3]([NH2:8])[CH:2]=1.[C:9](O)(=[O:13])[C:10](O)=[O:11], predict the reaction product. (7) Given the reactants [NH:1]1[CH:5]=[CH:4][CH:3]=[N:2]1.Br[CH2:7][CH:8]1[CH2:12][CH2:11][CH2:10][CH2:9]1.[OH-].[Na+], predict the reaction product. The product is: [CH:8]1([CH2:7][N:1]2[CH:5]=[CH:4][CH:3]=[N:2]2)[CH2:12][CH2:11][CH2:10][CH2:9]1.